From a dataset of Full USPTO retrosynthesis dataset with 1.9M reactions from patents (1976-2016). Predict the reactants needed to synthesize the given product. (1) The reactants are: C(OC(=O)[NH:7][C@H:8]1[CH2:13][CH2:12][C@@H:11]([NH:14][C:15]([C:17]2[C:18]([NH:24][C:25]3[CH:30]=[CH:29][CH:28]=[C:27]([O:31][CH2:32][CH2:33][N:34]4[CH2:39][CH2:38][O:37][CH2:36][CH2:35]4)[CH:26]=3)=[N:19][CH:20]=[C:21]([F:23])[CH:22]=2)=[O:16])[CH2:10][CH2:9]1)(C)(C)C.C(N1C=CN=C1)(N1C=CN=C1)=O.[H-].[Na+]. Given the product [NH2:7][C@@H:8]1[CH2:9][CH2:10][C@H:11]([NH:14][C:15](=[O:16])[C:17]2[CH:22]=[C:21]([F:23])[CH:20]=[N:19][C:18]=2[NH:24][C:25]2[CH:30]=[CH:29][CH:28]=[C:27]([O:31][CH2:32][CH2:33][N:34]3[CH2:39][CH2:38][O:37][CH2:36][CH2:35]3)[CH:26]=2)[CH2:12][CH2:13]1, predict the reactants needed to synthesize it. (2) Given the product [Br:1][C:2]1[CH:14]=[C:13]2[C:5]([C:6]3[CH:7]=[CH:8][C:9]([N:15]([CH2:14][CH2:2][CH2:3][CH3:4])[CH2:17][CH2:18][CH2:19][CH3:20])=[CH:10][C:11]=3[CH2:12]2)=[CH:4][CH:3]=1, predict the reactants needed to synthesize it. The reactants are: [Br:1][C:2]1[CH:14]=[C:13]2[C:5]([C:6]3[CH:7]=[CH:8][C:9]([NH2:15])=[CH:10][C:11]=3[CH2:12]2)=[CH:4][CH:3]=1.I[CH2:17][CH2:18][CH2:19][CH3:20]. (3) Given the product [NH2:8][C:9]1([C@@H:12]2[CH2:16][CH2:15][N:14]([C:25]3[C:34]([O:35][CH3:36])=[C:33]4[C:28]([C:29](=[O:44])[C:30]([C:41]([OH:43])=[O:42])=[CH:31][N:32]4[C@@H:37]4[CH2:39][C@@H:38]4[F:40])=[CH:27][CH:26]=3)[CH2:13]2)[CH2:10][CH2:11]1, predict the reactants needed to synthesize it. The reactants are: C(OC([NH:8][C:9]1([C@@H:12]2[CH2:16][CH2:15][NH:14][CH2:13]2)[CH2:11][CH2:10]1)=O)(C)(C)C.C(N(CC)CC)C.F[C:25]1[C:34]([O:35][CH3:36])=[C:33]2[C:28]([C:29](=[O:44])[C:30]([C:41]([OH:43])=[O:42])=[CH:31][N:32]2[C@@H:37]2[CH2:39][C@@H:38]2[F:40])=[CH:27][CH:26]=1. (4) The reactants are: [CH3:1][CH2:2][C@H:3]1[O:18][C:16](=[O:17])[C@H:15]([CH3:19])[C@@H:14]([O:20][C@@H:21]2[O:26][C@@H:25]([CH3:27])[C@H:24]([OH:28])[C@@:23]([O:30][CH3:31])([CH3:29])[CH2:22]2)[C@H:13]([CH3:32])[C@@H:12]([O:33][C@@H:34]2[O:39][C@H:38]([CH3:40])[CH2:37][C@H:36]([N:41]([CH3:43])[CH3:42])[C@H:35]2[OH:44])[C@@:11]([OH:46])([CH3:45])[CH2:10][C@@H:9]([CH3:47])[C:7](=[O:8])[C@H:6]([CH3:48])[C@@H:5]([OH:49])[C@@:4]1([OH:51])[CH3:50].C(S)#N.ClCCl.C(OCCCC)(=O)C. Given the product [CH3:1][CH2:2][C@H:3]1[O:18][C:16](=[O:17])[C@H:15]([CH3:19])[C@@H:14]([O:20][C@@H:21]2[O:26][C@@H:25]([CH3:27])[C@H:24]([OH:28])[C@@:23]([O:30][CH3:31])([CH3:29])[CH2:22]2)[C@H:13]([CH3:32])[C@@H:12]([O:33][C@@H:34]2[O:39][C@H:38]([CH3:40])[CH2:37][C@H:36]([N:41]([CH3:42])[CH3:43])[C@H:35]2[OH:44])[C@@:11]([OH:46])([CH3:45])[CH2:10][C@@H:9]([CH3:47])[C:7](=[O:8])[C@H:6]([CH3:48])[C@@H:5]([OH:49])[C@@:4]1([OH:51])[CH3:50], predict the reactants needed to synthesize it.